Dataset: Reaction yield outcomes from USPTO patents with 853,638 reactions. Task: Predict the reaction yield, written as a fraction of the theoretical maximum amount of product (1.0 means a 100% yield; for example, 0.34 means a 34% yield). (1) The reactants are C[N:2](C)/[CH:3]=[CH:4]/[C:5]([C:7]1[CH:12]=[CH:11][CH:10]=[C:9]([N+:13]([O-:15])=[O:14])[CH:8]=1)=O.O.[NH2:18]N. The catalyst is C(O)C. The product is [N+:13]([C:9]1[CH:8]=[C:7]([C:5]2[CH:4]=[CH:3][NH:2][N:18]=2)[CH:12]=[CH:11][CH:10]=1)([O-:15])=[O:14]. The yield is 0.980. (2) The product is [CH2:1]([N:3]([CH2:9][CH3:10])[C:4]([CH3:8])([CH3:5])[C:6]#[C:7][C:27]1[S:28][C:21]2[C:22](=[N:23][CH:24]=[CH:25][C:20]=2[O:19][C:18]2[CH:17]=[CH:16][C:14]([NH2:15])=[CH:13][C:12]=2[F:11])[CH:26]=1)[CH3:2]. No catalyst specified. The reactants are [CH2:1]([N:3]([CH2:9][CH3:10])[C:4]([CH3:8])([C:6]#[CH:7])[CH3:5])[CH3:2].[F:11][C:12]1[CH:13]=[C:14]([CH:16]=[CH:17][C:18]=1[O:19][C:20]1[CH:25]=[CH:24][N:23]=[C:22]2[CH:26]=[C:27](I)[S:28][C:21]=12)[NH2:15]. The yield is 0.310. (3) The reactants are [C:1]([O:5][C:6]([NH:8][C@@H:9]1[CH2:14][CH2:13][N:12](C(OCC2C=CC=CC=2)=O)[CH2:11][C@H:10]1[O:25][Si:26]([C:29]([CH3:32])([CH3:31])[CH3:30])([CH3:28])[CH3:27])=[O:7])([CH3:4])([CH3:3])[CH3:2]. The catalyst is CO.[Pd]. The product is [C:1]([O:5][C:6](=[O:7])[NH:8][C@@H:9]1[CH2:14][CH2:13][NH:12][CH2:11][C@H:10]1[O:25][Si:26]([C:29]([CH3:32])([CH3:31])[CH3:30])([CH3:27])[CH3:28])([CH3:4])([CH3:2])[CH3:3]. The yield is 0.950. (4) The reactants are [NH:1]1[C:9]2[C:4](=[CH:5][C:6]([C:10]([OH:12])=O)=[CH:7][CH:8]=2)[CH:3]=[N:2]1.[CH2:13]([N:20]1[CH2:25][CH2:24][CH:23]([NH:26][CH3:27])[CH2:22][CH2:21]1)[C:14]1[CH:19]=[CH:18][CH:17]=[CH:16][CH:15]=1.C(N(CC)CC)C.Cl.C(N=C=NCCCN(C)C)C.OC1C2N=NNC=2C=CC=1.C(=O)([O-])O.[Na+]. The catalyst is CN(C)C=O. The product is [CH2:13]([N:20]1[CH2:25][CH2:24][CH:23]([N:26]([CH3:27])[C:10]([C:6]2[CH:5]=[C:4]3[C:9](=[CH:8][CH:7]=2)[NH:1][N:2]=[CH:3]3)=[O:12])[CH2:22][CH2:21]1)[C:14]1[CH:15]=[CH:16][CH:17]=[CH:18][CH:19]=1. The yield is 0.830. (5) The reactants are [CH3:1][O:2][C:3]1[CH:4]=[C:5]2[C:10](=[CH:11][CH:12]=1)[C:9]([O:13][C:14]1[CH:19]=[CH:18][C:17]([O:20][CH2:21][CH2:22][N:23]3[CH2:28][CH2:27][CH2:26][CH2:25][CH2:24]3)=[CH:16][CH:15]=1)=[C:8](OS(C(F)(F)F)(=O)=O)[CH:7]=[CH:6]2.[S:37]1[CH2:42][CH:41]=[C:40](B2OC(C)(C)C(C)(C)O2)[CH2:39][CH2:38]1.C1(P(C2CCCCC2)C2CCCCC2)CCCCC1.[F-].[Cs+]. The catalyst is C(#N)C.ClCCl.[Cl-].[NH4+].C([O-])(=O)C.[Pd+2].C([O-])(=O)C. The product is [S:37]1[CH2:38][CH:39]=[C:40]([C:8]2[CH:7]=[CH:6][C:5]3[C:10](=[CH:11][CH:12]=[C:3]([O:2][CH3:1])[CH:4]=3)[C:9]=2[O:13][C:14]2[CH:19]=[CH:18][C:17]([O:20][CH2:21][CH2:22][N:23]3[CH2:28][CH2:27][CH2:26][CH2:25][CH2:24]3)=[CH:16][CH:15]=2)[CH2:41][CH2:42]1. The yield is 0.900. (6) The reactants are [CH3:1][C:2]1([CH3:19])[CH2:6][C:5]2[CH:7]=[C:8]([N:14]3[CH:18]=[N:17][N:16]=[N:15]3)[CH:9]=[C:10]([C:11](O)=[O:12])[C:4]=2[O:3]1.CN1CCOCC1.C(OC(Cl)=O)C(C)C.[BH4-].[Na+]. The catalyst is O.O1CCCC1. The product is [CH3:1][C:2]1([CH3:19])[CH2:6][C:5]2[CH:7]=[C:8]([N:14]3[CH:18]=[N:17][N:16]=[N:15]3)[CH:9]=[C:10]([CH2:11][OH:12])[C:4]=2[O:3]1. The yield is 0.610. (7) The reactants are [CH2:1]([CH:11]([CH2:63][CH2:64][CH2:65][CH2:66][CH2:67][CH2:68][CH2:69][CH2:70][CH2:71][CH2:72]CC)[CH2:12][N:13]=[C:14]([C:16]1[C:25]2[C:24]([C:26]([OH:28])=[O:27])=[C:23]([Br:29])[C:22]([Br:30])=[C:21]([C:31]([OH:33])=[O:32])[C:20]=2[C:19]([C:34](=[N:36][CH2:37][CH:38]([CH2:51][CH2:52][CH2:53][CH2:54][CH2:55][CH2:56][CH2:57][CH2:58]CC)[CH2:39][CH2:40][CH2:41][CH2:42][CH2:43][CH2:44][CH2:45][CH2:46][CH2:47][CH2:48]CC)[OH:35])=[C:18]([Br:61])[C:17]=1[Br:62])[OH:15])[CH2:2][CH2:3][CH2:4][CH2:5][CH2:6][CH2:7][CH2:8]CC.C(C(CCCCCCCCCC)CN)CCCCCCC. No catalyst specified. The product is [CH2:51]([CH:38]([CH2:39][CH2:40][CH2:41][CH2:42][CH2:43][CH2:44][CH2:45][CH2:46][CH2:47][CH3:48])[CH2:37][N:36]=[C:34]([C:19]1[C:20]2[C:21]([C:31]([OH:33])=[O:32])=[C:22]([Br:30])[C:23]([Br:29])=[C:24]([C:26]([OH:28])=[O:27])[C:25]=2[C:16]([C:14](=[N:13][CH2:12][CH:11]([CH2:1][CH2:2][CH2:3][CH2:4][CH2:5][CH2:6][CH2:7][CH3:8])[CH2:63][CH2:64][CH2:65][CH2:66][CH2:67][CH2:68][CH2:69][CH2:70][CH2:71][CH3:72])[OH:15])=[C:17]([Br:62])[C:18]=1[Br:61])[OH:35])[CH2:52][CH2:53][CH2:54][CH2:55][CH2:56][CH2:57][CH3:58]. The yield is 0.330.